From a dataset of Full USPTO retrosynthesis dataset with 1.9M reactions from patents (1976-2016). Predict the reactants needed to synthesize the given product. Given the product [Br:10][C:11]1[CH:12]=[C:13]2[C:17](=[C:18]([C:20]([NH2:22])=[O:21])[CH:19]=1)[NH:16][CH:15]=[C:14]2[CH:23]1[CH2:24][CH2:25][NH:26][CH2:27][CH2:28]1, predict the reactants needed to synthesize it. The reactants are: [BH4-].[Na+].C(O)(=O)C.[H][H].Cl.[Br:10][C:11]1[CH:12]=[C:13]2[C:17](=[C:18]([C:20]([NH2:22])=[O:21])[CH:19]=1)[NH:16][CH:15]=[C:14]2[C:23]1[CH2:24][CH2:25][NH:26][CH2:27][CH:28]=1.Cl.[OH-].[Na+].